Task: Predict the product of the given reaction.. Dataset: Forward reaction prediction with 1.9M reactions from USPTO patents (1976-2016) (1) Given the reactants [NH2:1][N:2]1[C:6]([C:7]#[N:8])=[C:5](Br)[CH:4]=[C:3]1[C:10]([O:12][CH2:13][CH3:14])=[O:11].[CH2:15]([O:22][C:23]1[CH:28]=[CH:27][C:26](B(O)O)=[CH:25][CH:24]=1)[C:16]1[CH:21]=[CH:20][CH:19]=[CH:18][CH:17]=1.ClCCl.C([O-])([O-])=O.[Na+].[Na+], predict the reaction product. The product is: [NH2:1][N:2]1[C:6]([C:7]#[N:8])=[C:5]([C:27]2[CH:26]=[CH:25][CH:24]=[C:23]([O:22][CH2:15][C:16]3[CH:21]=[CH:20][CH:19]=[CH:18][CH:17]=3)[CH:28]=2)[CH:4]=[C:3]1[C:10]([O:12][CH2:13][CH3:14])=[O:11]. (2) Given the reactants [O:1]1[CH2:6][CH2:5][N:4]([C:7]2[C:8]3[N:9]([CH:13]=[C:14]([CH:16]=[O:17])[N:15]=3)[N:10]=[CH:11][CH:12]=2)[CH2:3][CH2:2]1.Br[C:19]1[CH:26]=[CH:25][C:22]([C:23]#[N:24])=[CH:21][CH:20]=1, predict the reaction product. The product is: [CH:16]([C:14]1[N:15]=[C:8]2[C:7]([N:4]3[CH2:3][CH2:2][O:1][CH2:6][CH2:5]3)=[CH:12][CH:11]=[N:10][N:9]2[C:13]=1[C:19]1[CH:26]=[CH:25][C:22]([C:23]#[N:24])=[CH:21][CH:20]=1)=[O:17]. (3) Given the reactants Cl[C:2]1[C:3]2[CH2:10][C:9](=[O:11])[NH:8][C:4]=2[N:5]=[CH:6][N:7]=1.[CH2:12]([N:19]1[CH2:24][CH2:23][C@H:22]([CH3:25])[C@H:21]([NH:26][CH3:27])[CH2:20]1)[C:13]1[CH:18]=[CH:17][CH:16]=[CH:15][CH:14]=1, predict the reaction product. The product is: [CH2:12]([N:19]1[CH2:24][CH2:23][CH:22]([CH3:25])[CH:21]([N:26]([CH3:27])[C:2]2[C:3]3[CH2:10][C:9](=[O:11])[NH:8][C:4]=3[N:5]=[CH:6][N:7]=2)[CH2:20]1)[C:13]1[CH:14]=[CH:15][CH:16]=[CH:17][CH:18]=1.